From a dataset of Reaction yield outcomes from USPTO patents with 853,638 reactions. Predict the reaction yield, written as a fraction of the theoretical maximum amount of product (1.0 means a 100% yield; for example, 0.34 means a 34% yield). (1) The reactants are [CH3:1][O:2][C:3]1[CH:4]=[CH:5][CH:6]=[C:7]([OH:12])[C:8]=1[C:9]([OH:11])=[O:10].[H-].[Na+].[CH2:15](Br)[C:16]1[CH:21]=[CH:20][CH:19]=[CH:18][CH:17]=1.[Cl-].[NH4+]. The catalyst is O.CN(C=O)C. The product is [CH2:15]([O:10][C:9](=[O:11])[C:8]1[C:3]([O:2][CH3:1])=[CH:4][CH:5]=[CH:6][C:7]=1[O:12][CH2:9][C:8]1[CH:7]=[CH:6][CH:5]=[CH:4][CH:3]=1)[C:16]1[CH:21]=[CH:20][CH:19]=[CH:18][CH:17]=1. The yield is 0.590. (2) The reactants are [Cl:1]N1C(=O)CCC1=O.[CH3:9][C:10]1[NH:14][C:13]([C:15]([O:17][CH2:18][CH3:19])=[O:16])=[CH:12][CH:11]=1.[OH-].[Na+]. The catalyst is C(Cl)(Cl)Cl. The product is [Cl:1][C:11]1[CH:12]=[C:13]([C:15]([O:17][CH2:18][CH3:19])=[O:16])[NH:14][C:10]=1[CH3:9]. The yield is 0.380. (3) The reactants are [NH2:1][C:2]1[CH:7]=[C:6]([Cl:8])[CH:5]=[CH:4][C:3]=1[SH:9].Br[CH2:11][C:12]1[CH:17]=[CH:16][C:15]([N+:18]([O-:20])=[O:19])=[CH:14][CH:13]=1.C([O-])([O-])=O.[K+].[K+]. The catalyst is CN(C=O)C. The product is [Cl:8][C:6]1[CH:5]=[CH:4][C:3]([S:9][CH2:11][C:12]2[CH:17]=[CH:16][C:15]([N+:18]([O-:20])=[O:19])=[CH:14][CH:13]=2)=[C:2]([CH:7]=1)[NH2:1]. The yield is 0.920. (4) The reactants are [NH2:1][C:2]1[CH:3]=[C:4]([CH:21]=[CH:22][C:23]=1[O:24][CH:25]1[CH2:27][CH2:26]1)[C:5]([NH:7][C:8]1[CH:9]=[N:10][C:11]([C:14]2[CH:19]=[CH:18][CH:17]=[CH:16][C:15]=2[F:20])=[CH:12][CH:13]=1)=[O:6].Cl.[CH3:29][N:30]1[CH2:35][CH2:34][N:33]([C:36]2([C:39](O)=[O:40])[CH2:38][CH2:37]2)[CH2:32][CH2:31]1.C(N(C(C)C)C(C)C)C.C1CN([P+](ON2N=NC3C=CC=CC2=3)(N2CCCC2)N2CCCC2)CC1.F[P-](F)(F)(F)(F)F. The catalyst is CN(C=O)C. The product is [CH:25]1([O:24][C:23]2[CH:22]=[CH:21][C:4]([C:5]([NH:7][C:8]3[CH:9]=[N:10][C:11]([C:14]4[CH:19]=[CH:18][CH:17]=[CH:16][C:15]=4[F:20])=[CH:12][CH:13]=3)=[O:6])=[CH:3][C:2]=2[NH:1][C:39]([C:36]2([N:33]3[CH2:32][CH2:31][N:30]([CH3:29])[CH2:35][CH2:34]3)[CH2:38][CH2:37]2)=[O:40])[CH2:26][CH2:27]1. The yield is 0.140.